This data is from Experimentally validated miRNA-target interactions with 360,000+ pairs, plus equal number of negative samples. The task is: Binary Classification. Given a miRNA mature sequence and a target amino acid sequence, predict their likelihood of interaction. The miRNA is mmu-miR-124-5p with sequence CGUGUUCACAGCGGACCUUGAU. The protein sequence of the target gene is MSAQSVEEDSILIIPNPDEEEKILRVKLEEDPDGEEGSSISWNHLPDPEVFRQRFRQFGYQDSPGPREAVSQLRELCRLWLRPETHTKEQILELVVLEQFVAILPKELQTWVREHHPENGEEAVAVLEDLESELDDPGQPVSLRRQKREVLVEEITSQEDAQGLPSSELDAVENQLKWASWELHSLRHCDDDATTENGALAPKQEMASAGESHEGPGTLNIGVPQLFKYGETCFPKGRFERKRNPSRKKQHICDECGKHFSQGSALILHQRIHSGEKPYGCVECGKAFSRSSILVQHQRV.... Result: 0 (no interaction).